This data is from Retrosynthesis with 50K atom-mapped reactions and 10 reaction types from USPTO. The task is: Predict the reactants needed to synthesize the given product. (1) Given the product [O-][n+]1cc(C(F)(F)F)ccc1Cl, predict the reactants needed to synthesize it. The reactants are: FC(F)(F)c1ccc(Cl)nc1.OO. (2) Given the product CC(C)(C)OC(=O)n1c(-c2cc(C(=O)Nc3cnn(Cc4ccccc4)c3)cn(COCC[Si](C)(C)C)c2=O)cc2ccccc21, predict the reactants needed to synthesize it. The reactants are: CC(C)(C)OC(=O)n1c(-c2cc(C(=O)O)cn(COCC[Si](C)(C)C)c2=O)cc2ccccc21.Nc1cnn(Cc2ccccc2)c1.